Dataset: Reaction yield outcomes from USPTO patents with 853,638 reactions. Task: Predict the reaction yield, written as a fraction of the theoretical maximum amount of product (1.0 means a 100% yield; for example, 0.34 means a 34% yield). (1) The product is [Br:1][C:2]1[N:3]=[C:4]2[N:15]([CH2:16][CH2:17][CH:18]3[CH2:23][CH2:22][O:21][CH2:20][CH2:19]3)[C:10](=[O:11])[CH2:9][NH:8][C:5]2=[N:6][CH:7]=1. The reactants are [Br:1][C:2]1[N:3]=[C:4]([NH:15][CH2:16][CH2:17][CH:18]2[CH2:23][CH2:22][O:21][CH2:20][CH2:19]2)[C:5]([NH:8][CH2:9][C:10](OCC)=[O:11])=[N:6][CH:7]=1.Cl. The catalyst is C(O)C. The yield is 1.00. (2) The reactants are [NH2:1][C:2]1[C:10]([Cl:11])=[CH:9][CH:8]=[CH:7][C:3]=1[C:4]([OH:6])=O.N1[CH:16]=[CH:15]N=C1.C(Cl)(=O)C.Cl.[NH2:22][CH:23]1[CH2:28][CH2:27][C:26](=[O:29])[NH:25][C:24]1=[O:30].P(OC1C=CC=CC=1)(OC1C=CC=CC=1)OC1C=CC=CC=1. The catalyst is C(#N)C.CO.O. The product is [Cl:11][C:10]1[CH:9]=[CH:8][CH:7]=[C:3]2[C:2]=1[N:1]=[C:15]([CH3:16])[N:22]([CH:23]1[CH2:28][CH2:27][C:26](=[O:29])[NH:25][C:24]1=[O:30])[C:4]2=[O:6]. The yield is 0.380. (3) The reactants are C([O:8][C:9]1[C:14]([CH2:15][N:16]2[CH2:25][CH2:24][C:23]3[C:18](=[C:19]([Cl:34])[C:20]([C:27](=[N+]=[N-])[C:28]([O:30][CH3:31])=[O:29])=[CH:21][C:22]=3[Cl:26])[C:17]2=[O:35])=[C:13]([CH3:36])[CH:12]=[C:11]([CH3:37])[N:10]=1)C1C=CC=CC=1.[BrH:38]. The catalyst is ClCCl. The product is [Br:38][CH:27]([C:20]1[C:19]([Cl:34])=[C:18]2[C:23]([CH2:24][CH2:25][N:16]([CH2:15][C:14]3[C:9](=[O:8])[NH:10][C:11]([CH3:37])=[CH:12][C:13]=3[CH3:36])[C:17]2=[O:35])=[C:22]([Cl:26])[CH:21]=1)[C:28]([O:30][CH3:31])=[O:29]. The yield is 0.880.